This data is from Peptide-MHC class I binding affinity with 185,985 pairs from IEDB/IMGT. The task is: Regression. Given a peptide amino acid sequence and an MHC pseudo amino acid sequence, predict their binding affinity value. This is MHC class I binding data. (1) The peptide sequence is LLKLWIDKV. The MHC is HLA-B27:05 with pseudo-sequence HLA-B27:05. The binding affinity (normalized) is 0.0847. (2) The peptide sequence is VTFINDYANL. The MHC is HLA-A02:02 with pseudo-sequence HLA-A02:02. The binding affinity (normalized) is 0.575.